This data is from Full USPTO retrosynthesis dataset with 1.9M reactions from patents (1976-2016). The task is: Predict the reactants needed to synthesize the given product. Given the product [CH:17]1([CH2:20][O:21][C:22]2[CH:27]=[C:26]([F:28])[CH:25]=[CH:24][C:23]=2[C:2]2[C:3]3[NH:10][C:9]([CH3:11])=[C:8]([C:12]([O:14][CH2:15][CH3:16])=[O:13])[C:4]=3[N:5]=[CH:6][N:7]=2)[CH2:18][CH2:19]1, predict the reactants needed to synthesize it. The reactants are: Cl[C:2]1[C:3]2[NH:10][C:9]([CH3:11])=[C:8]([C:12]([O:14][CH2:15][CH3:16])=[O:13])[C:4]=2[N:5]=[CH:6][N:7]=1.[CH:17]1([CH2:20][O:21][C:22]2[CH:27]=[C:26]([F:28])[CH:25]=[CH:24][C:23]=2B2OC(C)(C)C(C)(C)O2)[CH2:19][CH2:18]1.